From a dataset of Forward reaction prediction with 1.9M reactions from USPTO patents (1976-2016). Predict the product of the given reaction. Given the reactants [C:1]([O:5][C:6]([N:8]1[CH2:13][CH2:12][CH:11]([NH2:14])[CH2:10][CH2:9]1)=[O:7])([CH3:4])([CH3:3])[CH3:2].[H-].[Na+].Cl[C:18]1[N:23]=[CH:22][C:21]([C:24]2[CH:29]=[CH:28][C:27]([O:30][CH3:31])=[CH:26][CH:25]=2)=[CH:20][N:19]=1, predict the reaction product. The product is: [C:1]([O:5][C:6]([N:8]1[CH2:13][CH2:12][CH:11]([NH:14][C:18]2[N:19]=[CH:20][C:21]([C:24]3[CH:25]=[CH:26][C:27]([O:30][CH3:31])=[CH:28][CH:29]=3)=[CH:22][N:23]=2)[CH2:10][CH2:9]1)=[O:7])([CH3:4])([CH3:2])[CH3:3].